Dataset: Reaction yield outcomes from USPTO patents with 853,638 reactions. Task: Predict the reaction yield, written as a fraction of the theoretical maximum amount of product (1.0 means a 100% yield; for example, 0.34 means a 34% yield). (1) The yield is 0.690. The reactants are [NH2:1][C:2]1[N:7]=[C:6]([C:8]2[CH:13]=[CH:12][C:11]([OH:14])=[CH:10][C:9]=2[CH:15]2[CH2:18][CH2:17][CH2:16]2)[CH:5]=[CH:4][CH:3]=1.Cl[CH2:20][CH2:21][N:22]1[CH2:26][CH2:25][CH2:24][CH2:23]1. The product is [CH:15]1([C:9]2[CH:10]=[C:11]([O:14][CH2:20][CH2:21][N:22]3[CH2:26][CH2:25][CH2:24][CH2:23]3)[CH:12]=[CH:13][C:8]=2[C:6]2[N:7]=[C:2]([NH2:1])[CH:3]=[CH:4][CH:5]=2)[CH2:18][CH2:17][CH2:16]1. No catalyst specified. (2) The reactants are [C:1]([C:3]([C:6]1[S:7][CH:8]=[C:9]([C:11]([O:13]CC)=[O:12])[N:10]=1)([CH3:5])[CH3:4])#[N:2].O.[OH-].[Li+]. The catalyst is O1CCCC1.CO.O. The product is [C:1]([C:3]([C:6]1[S:7][CH:8]=[C:9]([C:11]([OH:13])=[O:12])[N:10]=1)([CH3:5])[CH3:4])#[N:2]. The yield is 0.530. (3) The reactants are [CH2:1](Br)[C:2]1[CH:7]=[CH:6][CH:5]=[CH:4][CH:3]=1.[Cl:9][C:10]1[C:11]([OH:20])=[CH:12][C:13]([OH:19])=[C:14]([C:16](=[O:18])[CH3:17])[CH:15]=1.C(=O)([O-])[O-].[K+].[K+]. The product is [CH2:1]([O:19][C:13]1[CH:12]=[C:11]([O:20][CH2:1][C:2]2[CH:7]=[CH:6][CH:5]=[CH:4][CH:3]=2)[C:10]([Cl:9])=[CH:15][C:14]=1[C:16](=[O:18])[CH3:17])[C:2]1[CH:7]=[CH:6][CH:5]=[CH:4][CH:3]=1. The yield is 0.900. The catalyst is C(#N)C. (4) The reactants are [OH:1][C:2]1([CH2:8][N:9]2[CH2:14][CH2:13][CH:12]([CH2:15][NH:16][C:17]([N:19]3[C:23]4[CH:24]=[CH:25][CH:26]=[CH:27][C:22]=4[N:21]([CH:28]([CH3:30])[CH3:29])[C:20]3=[O:31])=[O:18])[CH2:11][CH2:10]2)[CH2:7][CH2:6][O:5][CH2:4][CH2:3]1.[ClH:32].CO. The catalyst is CO. The product is [ClH:32].[OH:1][C:2]1([CH2:8][N:9]2[CH2:10][CH2:11][CH:12]([CH2:15][NH:16][C:17]([N:19]3[C:23]4[CH:24]=[CH:25][CH:26]=[CH:27][C:22]=4[N:21]([CH:28]([CH3:29])[CH3:30])[C:20]3=[O:31])=[O:18])[CH2:13][CH2:14]2)[CH2:7][CH2:6][O:5][CH2:4][CH2:3]1. The yield is 0.900. (5) The reactants are [Mg].II.Br[CH:5]([CH2:7][CH2:8][CH3:9])[CH3:6].[CH2:10]([N:17]1[CH2:21][CH:20]([CH2:22]I)[CH2:19][C:18]1=[O:24])[C:11]1[CH:16]=[CH:15][CH:14]=[CH:13][CH:12]=1. The catalyst is C1COCC1. The product is [CH2:10]([N:17]1[CH2:21][CH:20]([CH2:22][CH:5]([CH3:6])[CH2:7][CH2:8][CH3:9])[CH2:19][C:18]1=[O:24])[C:11]1[CH:16]=[CH:15][CH:14]=[CH:13][CH:12]=1. The yield is 0.690. (6) The reactants are [F:1][C:2]1[CH:7]=[CH:6][C:5]([F:8])=[CH:4][C:3]=1[C:9]1[S:13][C:12]([CH2:20][CH2:21][CH2:22][NH:23][C:24](=[O:30])[O:25][C:26]([CH3:29])([CH3:28])[CH3:27])([C:14]2[CH:19]=[CH:18][CH:17]=[CH:16][CH:15]=2)[NH:11][N:10]=1.[C:31]([N:39]=[C:40]=[S:41])(=[O:38])[C:32]1[CH:37]=[CH:36][CH:35]=[CH:34][CH:33]=1. The catalyst is C1COCC1. The product is [C:31]([NH:39][C:40]([N:11]1[N:10]=[C:9]([C:3]2[CH:4]=[C:5]([F:8])[CH:6]=[CH:7][C:2]=2[F:1])[S:13][C:12]1([CH2:20][CH2:21][CH2:22][NH:23][C:24](=[O:30])[O:25][C:26]([CH3:27])([CH3:29])[CH3:28])[C:14]1[CH:19]=[CH:18][CH:17]=[CH:16][CH:15]=1)=[S:41])(=[O:38])[C:32]1[CH:37]=[CH:36][CH:35]=[CH:34][CH:33]=1. The yield is 0.840. (7) The reactants are [Cl:1][C:2]1[N:11]=[CH:10][C:9]2[NH:8][C:7](=O)[CH:6]3[CH2:13][O:14][CH2:15][CH2:16][N:5]3[C:4]=2[N:3]=1.[H-].[Al+3].[Li+].[H-].[H-].[H-].C(OCC)(=O)C.[NH4+].[Cl-]. The catalyst is C1COCC1. The product is [Cl:1][C:2]1[N:11]=[CH:10][C:9]2[NH:8][CH2:7][CH:6]3[CH2:13][O:14][CH2:15][CH2:16][N:5]3[C:4]=2[N:3]=1. The yield is 0.590. (8) The reactants are [CH2:1]([N:4]1[C:13]2[C:8](=[CH:9][CH:10]=[CH:11][CH:12]=2)[C:7](=[O:14])[C:6]([C:15]([NH:17][CH:18]2[CH2:22][CH2:21][CH2:20][CH2:19]2)=[O:16])=[C:5]1[NH2:23])[CH:2]=[CH2:3].[C:24](O)(=O)[CH:25]([CH3:27])[CH3:26].CN(C=O)C.CO. The catalyst is CCCCC.C(OCC)C. The product is [CH2:1]([N:4]1[C:13]2[C:8](=[CH:9][CH:10]=[CH:11][CH:12]=2)[C:7](=[O:14])[C:6]2[C:15](=[O:16])[N:17]([CH:18]3[CH2:19][CH2:20][CH2:21][CH2:22]3)[C:24]([CH:25]([CH3:27])[CH3:26])=[N:23][C:5]1=2)[CH:2]=[CH2:3]. The yield is 0.860. (9) The reactants are C(=O)([O-])[O-].[Na+].[Na+].[C:7]([C:10]1[CH:17]=[C:16]([CH3:18])[C:13]([C:14]#[N:15])=[C:12](I)[C:11]=1[O:20][CH2:21][CH3:22])(=[O:9])[CH3:8].[CH3:23][N:24]([CH3:36])[C:25]([C:27]1[N:32]=[CH:31][C:30](B(O)O)=[CH:29][CH:28]=1)=[O:26].ClCCl. The catalyst is O.C(#N)C.C1C=CC(P(C2C=CC=CC=2)[C-]2C=CC=C2)=CC=1.C1C=CC(P(C2C=CC=CC=2)[C-]2C=CC=C2)=CC=1.Cl[Pd]Cl.[Fe+2]. The product is [C:7]([C:10]1[C:11]([O:20][CH2:21][CH3:22])=[C:12]([C:30]2[CH:29]=[CH:28][C:27]([C:25]([N:24]([CH3:36])[CH3:23])=[O:26])=[N:32][CH:31]=2)[C:13]([C:14]#[N:15])=[C:16]([CH3:18])[CH:17]=1)(=[O:9])[CH3:8]. The yield is 0.750.